The task is: Regression. Given a peptide amino acid sequence and an MHC pseudo amino acid sequence, predict their binding affinity value. This is MHC class I binding data.. This data is from Peptide-MHC class I binding affinity with 185,985 pairs from IEDB/IMGT. (1) The peptide sequence is KQFDTYNLW. The MHC is HLA-A11:01 with pseudo-sequence HLA-A11:01. The binding affinity (normalized) is 0.0847. (2) The peptide sequence is RYICPVQQI. The MHC is HLA-A03:01 with pseudo-sequence HLA-A03:01. The binding affinity (normalized) is 0.0847. (3) The peptide sequence is RADEEQQQA. The MHC is HLA-B15:01 with pseudo-sequence HLA-B15:01. The binding affinity (normalized) is 0.0743. (4) The peptide sequence is LLGPGRPYK. The MHC is HLA-A11:01 with pseudo-sequence HLA-A11:01. The binding affinity (normalized) is 0.799.